This data is from Forward reaction prediction with 1.9M reactions from USPTO patents (1976-2016). The task is: Predict the product of the given reaction. (1) Given the reactants [CH3:1][N:2]([CH3:32])[C:3]1[C:8]([CH:9]([CH3:11])[CH3:10])=[CH:7][C:6]([PH:12](=O)[C:13]2[CH:18]=[C:17]([CH:19]([CH3:21])[CH3:20])[C:16]([N:22]([CH3:24])[CH3:23])=[C:15]([CH:25]([CH3:27])[CH3:26])[CH:14]=2)=[CH:5][C:4]=1[CH:29]([CH3:31])[CH3:30].[BH3:33].O1CCCC1, predict the reaction product. The product is: [CH3:32][N:2]([CH3:1])[C:3]1[C:8]([CH:9]([CH3:11])[CH3:10])=[CH:7][C:6]([PH:12][C:13]2[CH:18]=[C:17]([CH:19]([CH3:20])[CH3:21])[C:16]([N:22]([CH3:24])[CH3:23])=[C:15]([CH:25]([CH3:27])[CH3:26])[CH:14]=2)=[CH:5][C:4]=1[CH:29]([CH3:31])[CH3:30].[BH3:33]. (2) Given the reactants [Cl:1][C:2]1[N:7]=[C:6](Cl)[CH:5]=[CH:4][N:3]=1.[CH3:9][C:10]([CH3:14])([CH3:13])[CH2:11][NH2:12].C([O-])([O-])=O.[K+].[K+].O, predict the reaction product. The product is: [Cl:1][C:2]1[N:7]=[C:6]([NH:12][CH2:11][C:10]([CH3:14])([CH3:13])[CH3:9])[CH:5]=[CH:4][N:3]=1. (3) Given the reactants [CH3:1][C:2]([O:5][C:6](=[O:12])[NH:7][CH2:8][CH2:9][CH2:10]Br)([CH3:4])[CH3:3].[NH2:13][C:14]1[S:15][CH:16]=[CH:17][N:18]=1.C([O-])([O-])=O.[Cs+].[Cs+], predict the reaction product. The product is: [CH3:1][C:2]([O:5][C:6](=[O:12])[NH:7][CH2:8][CH2:9][CH2:10][NH:13][C:14]1[S:15][CH:16]=[CH:17][N:18]=1)([CH3:4])[CH3:3]. (4) Given the reactants [CH3:1][C:2]1([CH3:27])[C:10]2[C:5](=[CH:6][C:7]([N:11]3[C:15](=[O:16])[C:14]([CH3:18])([CH3:17])[N:13]([CH2:19][C:20]4[CH:25]=[CH:24][N:23]=[CH:22][CH:21]=4)[C:12]3=[O:26])=[CH:8][CH:9]=2)[NH:4][CH2:3]1.Cl.[N:29]1[CH:34]=[CH:33][CH:32]=[CH:31][C:30]=1[S:35](Cl)(=[O:37])=[O:36], predict the reaction product. The product is: [CH3:1][C:2]1([CH3:27])[C:10]2[C:5](=[CH:6][C:7]([N:11]3[C:15](=[O:16])[C:14]([CH3:17])([CH3:18])[N:13]([CH2:19][C:20]4[CH:25]=[CH:24][N:23]=[CH:22][CH:21]=4)[C:12]3=[O:26])=[CH:8][CH:9]=2)[N:4]([S:35]([C:30]2[CH:31]=[CH:32][CH:33]=[CH:34][N:29]=2)(=[O:37])=[O:36])[CH2:3]1. (5) Given the reactants [CH:1]1([NH:4][CH:5]2[CH2:10][CH2:9][N:8]([C:11]3[O:15][N:14]=[C:13]([CH:16]([CH3:18])[CH3:17])[N:12]=3)[CH2:7][CH2:6]2)[CH2:3][CH2:2]1.[CH3:19][C:20]1[N:24]([C:25]2[CH:33]=[CH:32][C:28]([C:29](O)=[O:30])=[CH:27][CH:26]=2)[N:23]=[CH:22][N:21]=1, predict the reaction product. The product is: [CH:1]1([N:4]([CH:5]2[CH2:10][CH2:9][N:8]([C:11]3[O:15][N:14]=[C:13]([CH:16]([CH3:18])[CH3:17])[N:12]=3)[CH2:7][CH2:6]2)[C:29](=[O:30])[C:28]2[CH:27]=[CH:26][C:25]([N:24]3[C:20]([CH3:19])=[N:21][CH:22]=[N:23]3)=[CH:33][CH:32]=2)[CH2:2][CH2:3]1. (6) Given the reactants [NH2:1][C:2]1[CH:28]=[CH:27][C:5]([O:6][C:7]2[CH:12]=[CH:11][N:10]=[C:9]([NH:13][C:14]([N:16]3[CH2:21][CH2:20][N:19]([CH2:22][CH2:23][N:24]([CH3:26])[CH3:25])[CH2:18][CH2:17]3)=[O:15])[CH:8]=2)=[C:4]([F:29])[CH:3]=1.[C:30]1([CH2:36][C:37]([N:39]=[C:40]=[O:41])=[O:38])[CH:35]=[CH:34][CH:33]=[CH:32][CH:31]=1, predict the reaction product. The product is: [CH3:25][N:24]([CH3:26])[CH2:23][CH2:22][N:19]1[CH2:20][CH2:21][N:16]([C:14]([NH:13][C:9]2[CH:8]=[C:7]([O:6][C:5]3[CH:27]=[CH:28][C:2]([NH:1][C:40]([NH:39][C:37](=[O:38])[CH2:36][C:30]4[CH:31]=[CH:32][CH:33]=[CH:34][CH:35]=4)=[O:41])=[CH:3][C:4]=3[F:29])[CH:12]=[CH:11][N:10]=2)=[O:15])[CH2:17][CH2:18]1. (7) Given the reactants [NH2:1][C:2]1[N:3]=[C:4]([CH3:33])[C:5]2=[C:6]([CH2:8][C@H:9]([C:18]3[CH:23]=[CH:22][C:21]([F:24])=[CH:20][C:19]=3[C:25]3[CH:30]=[CH:29][CH:28]=[C:27]([O:31][CH3:32])[N:26]=3)[NH:10]/[C:11]/2=[N:12]\[O:13][CH2:14][C:15](O)=[O:16])[N:7]=1.CN(C(ON1N=NC2C=CC=CC1=2)=[N+](C)C)C.F[P-](F)(F)(F)(F)F.CCN(CC)CC.[F:65][C@@H:66]1[CH2:70][CH2:69][NH:68][CH2:67]1, predict the reaction product. The product is: [NH2:1][C:2]1[N:3]=[C:4]([CH3:33])[C:5]2=[C:6]([CH2:8][C@H:9]([C:18]3[CH:23]=[CH:22][C:21]([F:24])=[CH:20][C:19]=3[C:25]3[CH:30]=[CH:29][CH:28]=[C:27]([O:31][CH3:32])[N:26]=3)[NH:10]/[C:11]/2=[N:12]\[O:13][CH2:14][C:15]([N:68]2[CH2:69][CH2:70][C@@H:66]([F:65])[CH2:67]2)=[O:16])[N:7]=1.